This data is from Full USPTO retrosynthesis dataset with 1.9M reactions from patents (1976-2016). The task is: Predict the reactants needed to synthesize the given product. (1) Given the product [CH2:7]1[CH:12]2[CH2:13][NH:14][CH2:15][CH2:16][N:11]2[CH2:10][CH2:9][O:8]1, predict the reactants needed to synthesize it. The reactants are: B.C1COCC1.[CH2:7]1[CH:12]2[CH2:13][NH:14][CH2:15][CH2:16][N:11]2[C:10](=O)[CH2:9][O:8]1.CO. (2) Given the product [ClH:33].[NH2:4][C:5]([CH2:10][CH2:11][C:12]1[CH:17]=[CH:16][C:15]([S:18][C:19]2[CH:24]=[CH:23][CH:22]=[C:21]([O:25][CH2:26][C:27]3[CH:32]=[CH:31][CH:30]=[CH:29][CH:28]=3)[CH:20]=2)=[CH:14][C:13]=1[Cl:33])([CH2:8][OH:9])[CH2:6][OH:7], predict the reactants needed to synthesize it. The reactants are: C(O)C.[NH2:4][C:5]([CH2:10][CH2:11][C:12]1[CH:17]=[CH:16][C:15]([S:18][C:19]2[CH:24]=[CH:23][CH:22]=[C:21]([O:25][CH2:26][C:27]3[CH:32]=[CH:31][CH:30]=[CH:29][CH:28]=3)[CH:20]=2)=[CH:14][C:13]=1[Cl:33])([CH2:8][OH:9])[CH2:6][OH:7].Cl. (3) Given the product [CH3:21][O:13][C:12](=[O:14])[C:11]1[CH:15]=[C:7]([Br:6])[CH:8]=[C:9]([O:17][CH3:18])[C:10]=1[OH:16], predict the reactants needed to synthesize it. The reactants are: S(=O)(=O)(O)O.[Br:6][C:7]1[CH:8]=[C:9]([O:17][CH3:18])[C:10]([OH:16])=[C:11]([CH:15]=1)[C:12]([OH:14])=[O:13].CO.[C:21](OCC)(=O)C. (4) Given the product [ClH:1].[CH:10]([N:13]1[CH2:18][CH2:17][CH:16]([N:19]([CH3:26])[S:20]([CH2:23][CH2:24][NH:25][C:7]([C:5]2[S:6][C:2]([Cl:1])=[CH:3][CH:4]=2)=[O:9])(=[O:21])=[O:22])[CH2:15][CH2:14]1)([CH3:12])[CH3:11], predict the reactants needed to synthesize it. The reactants are: [Cl:1][C:2]1[S:6][C:5]([C:7]([OH:9])=O)=[CH:4][CH:3]=1.[CH:10]([N:13]1[CH2:18][CH2:17][CH:16]([N:19]([CH3:26])[S:20]([CH2:23][CH2:24][NH2:25])(=[O:22])=[O:21])[CH2:15][CH2:14]1)([CH3:12])[CH3:11]. (5) Given the product [CH:18]1([N:24]=[C:16]([C:6]2[C:7]3=[C:12]4[C:3]([CH2:2][CH2:1][C:11]4=[CH:10][CH:9]=[C:8]3[C:13]([OH:15])=[O:14])=[CH:4][CH:5]=2)[OH:17])[CH2:23][CH2:22][CH2:21][CH2:20][CH2:19]1, predict the reactants needed to synthesize it. The reactants are: [CH2:1]1[C:11]2[C:12]3[C:3](=[CH:4][CH:5]=[C:6]4[C:16](=[O:17])[O:15][C:13](=[O:14])[C:8](=[CH:9][CH:10]=2)[C:7]4=3)[CH2:2]1.[CH:18]1([NH2:24])[CH2:23][CH2:22][CH2:21][CH2:20][CH2:19]1.O. (6) Given the product [N:17]1[CH:22]=[CH:21][CH:20]=[C:19]([CH2:23][NH:1][C:2]2[CH:11]=[C:10]3[C:5]([CH2:6][CH2:7][CH:8]([C:12]([O:14][CH3:15])=[O:13])[CH2:9]3)=[CH:4][CH:3]=2)[CH:18]=1, predict the reactants needed to synthesize it. The reactants are: [NH2:1][C:2]1[CH:11]=[C:10]2[C:5]([CH2:6][CH2:7][CH:8]([C:12]([O:14][CH3:15])=[O:13])[CH2:9]2)=[CH:4][CH:3]=1.Cl.[N:17]1[CH:22]=[CH:21][CH:20]=[C:19]([CH:23]=O)[CH:18]=1.[BH4-].[Na+]. (7) Given the product [NH2:1][C:2]1[C:10]([Cl:11])=[CH:9][C:5]([C:6]([NH:19][C:18]2[CH:20]=[CH:21][C:15]([Cl:14])=[CH:16][CH:17]=2)=[O:8])=[C:4]([O:12][CH3:13])[CH:3]=1, predict the reactants needed to synthesize it. The reactants are: [NH2:1][C:2]1[C:10]([Cl:11])=[CH:9][C:5]([C:6]([OH:8])=O)=[C:4]([O:12][CH3:13])[CH:3]=1.[Cl:14][C:15]1[CH:21]=[CH:20][C:18]([NH2:19])=[CH:17][CH:16]=1.C1CCC(N=C=NC2CCCCC2)CC1.